The task is: Predict the reaction yield, written as a fraction of the theoretical maximum amount of product (1.0 means a 100% yield; for example, 0.34 means a 34% yield).. This data is from Reaction yield outcomes from USPTO patents with 853,638 reactions. (1) The reactants are Br[C:2]1[CH:3]=[C:4]([NH:10][C:11]2[CH:16]=[CH:15][C:14]([O:17][CH:18]3[CH2:21][N:20]([CH3:22])[CH2:19]3)=[CH:13][N:12]=2)[C:5](=[O:9])[N:6]([CH3:8])[CH:7]=1.[C:23]([O:26][CH2:27][C:28]1[C:29]([N:37]2[CH2:48][CH2:47][N:46]3[C:39](=[CH:40][C:41]4[CH2:42][C:43]([CH3:50])([CH3:49])[CH2:44][C:45]=43)[C:38]2=[O:51])=[N:30][CH:31]=[CH:32][C:33]=1B(O)O)(=[O:25])[CH3:24].[O-]P([O-])([O-])=O.[K+].[K+].[K+].O.O.O.C([O-])(=O)C.[Na+]. The catalyst is C1C=CC(P(C2C=CC=CC=2)[C-]2C=CC=C2)=CC=1.C1C=CC(P(C2C=CC=CC=2)[C-]2C=CC=C2)=CC=1.Cl[Pd]Cl.[Fe+2].C(#N)C.O. The product is [C:23]([O:26][CH2:27][C:28]1[C:29]([N:37]2[CH2:48][CH2:47][N:46]3[C:39](=[CH:40][C:41]4[CH2:42][C:43]([CH3:50])([CH3:49])[CH2:44][C:45]=43)[C:38]2=[O:51])=[N:30][CH:31]=[CH:32][C:33]=1[C:2]1[CH:3]=[C:4]([NH:10][C:11]2[CH:16]=[CH:15][C:14]([O:17][CH:18]3[CH2:21][N:20]([CH3:22])[CH2:19]3)=[CH:13][N:12]=2)[C:5](=[O:9])[N:6]([CH3:8])[CH:7]=1)(=[O:25])[CH3:24]. The yield is 0.450. (2) The reactants are C(N(CC)CC)C.[F:8][C:9]([F:20])([F:19])[C:10]1[CH:18]=[CH:17][C:13]([C:14](Cl)=[O:15])=[CH:12][CH:11]=1.[N+:21]([CH2:23][C:24]([O:26][CH2:27][CH3:28])=[O:25])#[C-:22]. The catalyst is C1COCC1. The product is [F:8][C:9]([F:20])([F:19])[C:10]1[CH:18]=[CH:17][C:13]([C:14]2[O:15][CH:22]=[N:21][C:23]=2[C:24]([O:26][CH2:27][CH3:28])=[O:25])=[CH:12][CH:11]=1. The yield is 0.630. (3) The reactants are Br[CH:2]1[C:6]([Cl:7])=[C:5]([CH3:8])[C:4](=[O:9])[O:3]1.[C:10]([C:14]1[N:18]([CH3:19])[N:17]=[C:16]([NH2:20])[CH:15]=1)([CH3:13])([CH3:12])[CH3:11].C(N(CC)CC)C. The catalyst is C1(C)C=CC=CC=1. The product is [C:10]([C:14]1[N:18]([CH3:19])[N:17]=[C:16]([NH:20][CH:2]2[O:3][C:4](=[O:9])[C:5]([CH3:8])=[C:6]2[Cl:7])[CH:15]=1)([CH3:13])([CH3:11])[CH3:12]. The yield is 0.520. (4) The reactants are [CH3:1][O:2][C:3]1[N:8]=[CH:7][N:6]=[C:5]([CH2:9][N:10]2[C:18]3[C:13](=[N:14][CH:15]=[CH:16][CH:17]=3)[C:12]([C:19]([OH:21])=O)=[CH:11]2)[C:4]=1[CH3:22].CN1C(=O)CCC1.C(N(CC)CC)C.Cl.[F:38][C:39]([F:45])([F:44])[O:40][CH2:41][CH2:42][NH2:43].CN(C(ON1N=NC2C=CC=NC1=2)=[N+](C)C)C.F[P-](F)(F)(F)(F)F. The catalyst is CO. The product is [CH3:1][O:2][C:3]1[N:8]=[CH:7][N:6]=[C:5]([CH2:9][N:10]2[C:18]3[C:13](=[N:14][CH:15]=[CH:16][CH:17]=3)[C:12]([C:19]([NH:43][CH2:42][CH2:41][O:40][C:39]([F:45])([F:44])[F:38])=[O:21])=[CH:11]2)[C:4]=1[CH3:22]. The yield is 0.273. (5) The reactants are [C:1]1([CH:7]([C:10]2[CH:15]=[CH:14][CH:13]=[CH:12][CH:11]=2)[C:8]#[N:9])[CH:6]=[CH:5][CH:4]=[CH:3][CH:2]=1.[H-].[Na+].CC1C=CC(S(O[C@H:29]2[CH2:33][CH2:32][N:31]([S:34]([C:37]3[CH:43]=[CH:42][C:40]([CH3:41])=[CH:39][CH:38]=3)(=[O:36])=[O:35])[CH2:30]2)(=O)=O)=CC=1.O. The catalyst is C1(C)C=CC=CC=1.CO. The product is [C:10]1([C:7]([C:1]2[CH:2]=[CH:3][CH:4]=[CH:5][CH:6]=2)([C@@H:33]2[CH2:29][CH2:30][N:31]([S:34]([C:37]3[CH:43]=[CH:42][C:40]([CH3:41])=[CH:39][CH:38]=3)(=[O:36])=[O:35])[CH2:32]2)[C:8]#[N:9])[CH:11]=[CH:12][CH:13]=[CH:14][CH:15]=1. The yield is 0.620. (6) The reactants are C([O:8][C:9]1[N:14]=[CH:13][C:12]([C:15]2[CH:20]=[CH:19][C:18]([CH2:21][C:22]([NH:24][C:25]3[CH:30]=[CH:29][C:28]([CH2:31][C:32]([CH3:36])([CH3:35])[CH2:33][OH:34])=[C:27]([C:37]([F:40])([F:39])[F:38])[CH:26]=3)=[O:23])=[C:17]([F:41])[CH:16]=2)=[C:11]([O:42][CH2:43][CH3:44])[CH:10]=1)C1C=CC=CC=1. The catalyst is CO.[Pd]. The product is [CH2:43]([O:42][C:11]1[C:12]([C:15]2[CH:20]=[CH:19][C:18]([CH2:21][C:22]([NH:24][C:25]3[CH:30]=[CH:29][C:28]([CH2:31][C:32]([CH3:35])([CH3:36])[CH2:33][OH:34])=[C:27]([C:37]([F:39])([F:40])[F:38])[CH:26]=3)=[O:23])=[C:17]([F:41])[CH:16]=2)=[CH:13][NH:14][C:9](=[O:8])[CH:10]=1)[CH3:44]. The yield is 0.677.